This data is from Reaction yield outcomes from USPTO patents with 853,638 reactions. The task is: Predict the reaction yield, written as a fraction of the theoretical maximum amount of product (1.0 means a 100% yield; for example, 0.34 means a 34% yield). (1) The reactants are C(O[C:6]([N:8]1[CH:13]2[CH2:14][CH2:15][CH:9]1[CH2:10][N:11]([C:16]1[N:21]=[CH:20][CH:19]=[CH:18][N:17]=1)[CH2:12]2)=[O:7])(C)(C)C.FC(F)(F)C1[CH:25]=[C:26]([C:30]2[CH:35]=[CH:34][C:33](C(O)=O)=[CH:32][CH:31]=2)[CH:27]=CC=1.[CH2:41](Cl)[CH2:42]Cl.[CH:45]1[CH:46]=CC2N(O)N=N[C:49]=2[CH:50]=1.Cl.O1CCOC[CH2:57]1. The catalyst is O.CCOC(C)=O. The product is [C:26]([C:30]1[CH:31]=[C:32]([C:42]2[CH:41]=[CH:49][C:50]([C:6]([N:8]3[CH:9]4[CH2:15][CH2:14][CH:13]3[CH2:12][N:11]([C:16]3[N:17]=[CH:18][CH:19]=[CH:20][N:21]=3)[CH2:10]4)=[O:7])=[CH:45][CH:46]=2)[CH:33]=[CH:34][CH:35]=1)([CH3:25])([CH3:27])[CH3:57]. The yield is 0.320. (2) The reactants are C(P(=O)C(C)(C)C)(C)(C)C.[O-]P([O-])([O-])=O.[K+].[K+].[K+].I[C:20]1[CH:21]=[C:22]([CH3:27])[CH:23]=[C:24]([CH3:26])[CH:25]=1.[CH3:28][NH:29][CH:30]=[O:31].CCCCCCCCCCCC. The catalyst is C(OCC)(=O)C.[Cu]I.C1(C)C=CC=CC=1. The product is [CH3:26][C:24]1[CH:25]=[C:20]([N:29]([CH3:28])[CH:30]=[O:31])[CH:21]=[C:22]([CH3:27])[CH:23]=1. The yield is 0.460. (3) The reactants are [C:1]([O:5][C:6](=[O:27])[N:7]([C:9]1[CH:14]=[CH:13][CH:12]=[C:11]([CH2:15][CH2:16][O:17][C:18]2[CH:19]=[C:20]3[C:24](=[CH:25][CH:26]=2)[NH:23][CH:22]=[CH:21]3)[N:10]=1)[CH3:8])([CH3:4])([CH3:3])[CH3:2].[CH3:28][O:29][C:30](=[O:39])[C:31]#[C:32][C:33]1[CH:34]=[N:35][CH:36]=[CH:37][CH:38]=1. No catalyst specified. The product is [CH3:28][O:29][C:30](=[O:39])[CH:31]=[C:32]([N:23]1[C:24]2[C:20](=[CH:19][C:18]([O:17][CH2:16][CH2:15][C:11]3[CH:12]=[CH:13][CH:14]=[C:9]([N:7]([C:6]([O:5][C:1]([CH3:4])([CH3:2])[CH3:3])=[O:27])[CH3:8])[N:10]=3)=[CH:26][CH:25]=2)[CH:21]=[CH:22]1)[C:33]1[CH:34]=[N:35][CH:36]=[CH:37][CH:38]=1. The yield is 0.960. (4) The reactants are C(NC(C)C)(C)C.[Li]CCCC.[CH2:13]([O:15][C:16]([CH:18]1[CH2:21][CH2:20][CH2:19]1)=[O:17])[CH3:14].[CH3:22][S:23]([O:26][C@H:27]([CH2:29][CH2:30]I)[CH3:28])(=[O:25])=[O:24]. The catalyst is C1COCC1. The product is [CH3:22][S:23]([O:26][C@@H:27]([CH3:28])[CH2:29][CH2:30][C:18]1([C:16]([O:15][CH2:13][CH3:14])=[O:17])[CH2:21][CH2:20][CH2:19]1)(=[O:25])=[O:24]. The yield is 0.360.